From a dataset of Merck oncology drug combination screen with 23,052 pairs across 39 cell lines. Regression. Given two drug SMILES strings and cell line genomic features, predict the synergy score measuring deviation from expected non-interaction effect. (1) Drug 1: Nc1ccn(C2OC(CO)C(O)C2(F)F)c(=O)n1. Drug 2: CCc1cnn2c(NCc3ccc[n+]([O-])c3)cc(N3CCCCC3CCO)nc12. Cell line: A2058. Synergy scores: synergy=-1.95. (2) Drug 1: CN(C)C(=N)N=C(N)N. Drug 2: CC1(c2nc3c(C(N)=O)cccc3[nH]2)CCCN1. Cell line: SKMES1. Synergy scores: synergy=5.51.